From a dataset of Catalyst prediction with 721,799 reactions and 888 catalyst types from USPTO. Predict which catalyst facilitates the given reaction. (1) Reactant: [CH3:1][C@H:2]([CH:6]=[CH2:7])[C:3](O)=[O:4].[CH3:8][O:9][C:10](=[O:37])[NH:11][C:12]1[CH:17]=[CH:16][C:15]([C:18]2[CH:23]=[CH:22][N:21]=[C:20]([C@@H:24]([NH:28][C:29]([O:31][C:32]([CH3:35])([CH3:34])[CH3:33])=[O:30])[CH2:25][CH:26]=[CH2:27])[CH:19]=2)=[C:14]([NH2:36])[CH:13]=1.N1C=CC=CC=1.C(P1(=O)OP(CCC)(=O)OP(CCC)(=O)O1)CC. Product: [C:32]([O:31][C:29]([NH:28][C@H:24]([C:20]1[CH:19]=[C:18]([C:15]2[CH:16]=[CH:17][C:12]([NH:11][C:10](=[O:37])[O:9][CH3:8])=[CH:13][C:14]=2[NH:36][C:3](=[O:4])[C@H:2]([CH3:1])[CH:6]=[CH2:7])[CH:23]=[CH:22][N:21]=1)[CH2:25][CH:26]=[CH2:27])=[O:30])([CH3:34])([CH3:33])[CH3:35]. The catalyst class is: 25. (2) Reactant: C([NH:5][S:6]([C:9]1[CH:14]=[CH:13][C:12]([C:15]2[N:16]=[C:17]([NH:21][C:22](=[O:47])[N:23]([CH2:32][CH2:33][CH:34]([C:41]3[CH:46]=[CH:45][CH:44]=[CH:43][CH:42]=3)[C:35]3[CH:40]=[CH:39][CH:38]=[CH:37][CH:36]=3)[CH2:24][CH2:25][C:26]3[CH:31]=[CH:30][CH:29]=[CH:28][N:27]=3)[S:18][C:19]=2[Cl:20])=[CH:11][CH:10]=1)(=[O:8])=[O:7])(C)(C)C.C1(OC)C=CC=CC=1.C(O)(C(F)(F)F)=O. Product: [Cl:20][C:19]1[S:18][C:17]([NH:21][C:22](=[O:47])[N:23]([CH2:32][CH2:33][CH:34]([C:35]2[CH:40]=[CH:39][CH:38]=[CH:37][CH:36]=2)[C:41]2[CH:46]=[CH:45][CH:44]=[CH:43][CH:42]=2)[CH2:24][CH2:25][C:26]2[CH:31]=[CH:30][CH:29]=[CH:28][N:27]=2)=[N:16][C:15]=1[C:12]1[CH:13]=[CH:14][C:9]([S:6]([NH2:5])(=[O:7])=[O:8])=[CH:10][CH:11]=1. The catalyst class is: 2. (3) Reactant: [CH3:1][C:2]1[O:6][C:5]([C:7]2[C:8]3[NH:16][N:15]=[N:14][C:9]=3[N:10]=[C:11]([NH2:13])[N:12]=2)=[CH:4][CH:3]=1.[Br:17][CH2:18][C:19]1[CH:24]=[CH:23][CH:22]=[C:21]([CH2:25]Br)[N:20]=1. Product: [Br:17][CH2:18][C:19]1[N:20]=[C:21]([CH2:25][N:14]2[C:9]3[N:10]=[C:11]([NH2:13])[N:12]=[C:7]([C:5]4[O:6][C:2]([CH3:1])=[CH:3][CH:4]=4)[C:8]=3[N:16]=[N:15]2)[CH:22]=[CH:23][CH:24]=1. The catalyst class is: 828. (4) Reactant: O=[C:2]1[CH2:8][CH2:7][CH2:6][CH2:5][CH2:4][CH:3]1[C:9]([O:11]C)=O.[Br:13][C:14]1[CH:19]=[CH:18][N:17]=[C:16]([NH2:20])[CH:15]=1.C(=O)([O-])[O-].[Na+].[Na+]. Product: [Br:13][C:14]1[CH:19]=[CH:18][N:17]2[C:9](=[O:11])[C:3]3[CH2:4][CH2:5][CH2:6][CH2:7][CH2:8][C:2]=3[N:20]=[C:16]2[CH:15]=1. The catalyst class is: 26. (5) Reactant: [CH:1]([N:4]1[C:10]2[CH:11]=[CH:12][CH:13]=[CH:14][C:9]=2[O:8][C@H:7]([C:15]2[CH:20]=[CH:19][CH:18]=[CH:17][CH:16]=2)[C@H:6]([NH:21]C(=O)OC(C)(C)C)[C:5]1=[O:29])([CH3:3])[CH3:2].FC(F)(F)C(O)=O. Product: [NH2:21][C@@H:6]1[C:5](=[O:29])[N:4]([CH:1]([CH3:3])[CH3:2])[C:10]2[CH:11]=[CH:12][CH:13]=[CH:14][C:9]=2[O:8][C@@H:7]1[C:15]1[CH:20]=[CH:19][CH:18]=[CH:17][CH:16]=1. The catalyst class is: 4. (6) Reactant: [Cl:1][C:2]1[CH:3]=[C:4]([N:11]([S:15]([C:18]2[CH:23]=[CH:22][C:21]([Cl:24])=[C:20]([C:25]([F:28])([F:27])[F:26])[CH:19]=2)(=[O:17])=[O:16])[CH2:12][O:13][CH3:14])[C:5]([C:8](Cl)=[O:9])=[N:6][CH:7]=1.[C:29]([O:33][C:34]([N:36]1[CH:40]=[CH:39][C:38]([NH:41][CH:42]([CH3:44])[CH3:43])=[N:37]1)=[O:35])([CH3:32])([CH3:31])[CH3:30]. Product: [C:29]([O:33][C:34]([N:36]1[CH:40]=[CH:39][C:38]([N:41]([C:8]([C:5]2[C:4]([N:11]([S:15]([C:18]3[CH:23]=[CH:22][C:21]([Cl:24])=[C:20]([C:25]([F:26])([F:28])[F:27])[CH:19]=3)(=[O:17])=[O:16])[CH2:12][O:13][CH3:14])=[CH:3][C:2]([Cl:1])=[CH:7][N:6]=2)=[O:9])[CH:42]([CH3:44])[CH3:43])=[N:37]1)=[O:35])([CH3:32])([CH3:31])[CH3:30]. The catalyst class is: 1. (7) Reactant: [NH2:1][C:2]1[S:3][C:4]([CH2:11][CH3:12])=[CH:5][C:6]=1[C:7]([O:9]C)=O.ClC(Cl)(O[C:17](=O)[O:18][C:19](Cl)(Cl)Cl)Cl.C(N(CC)CC)C.[CH3:32][O:33][C:34]1[CH:39]=[C:38]([O:40]C)[N:37]=[C:36]([NH2:42])[N:35]=1. Product: [CH3:32][O:33][C:34]1[CH:39]=[C:17]([O:18][CH3:19])[N:42]=[C:36]([N:37]2[C:7](=[O:9])[C:6]3[CH:5]=[C:4]([CH2:11][CH3:12])[S:3][C:2]=3[NH:1][C:38]2=[O:40])[N:35]=1. The catalyst class is: 2. (8) Reactant: C([O:3][C:4](=[O:25])[CH2:5][C:6]1[C:7](=[O:24])[N:8]([NH:13][CH2:14][C:15]([F:23])([F:22])[C:16]2[CH:21]=[CH:20][CH:19]=[CH:18][N:17]=2)[CH2:9][CH2:10][C:11]=1[CH3:12])C.[Li+].[OH-]. Product: [F:23][C:15]([F:22])([C:16]1[CH:21]=[CH:20][CH:19]=[CH:18][N:17]=1)[CH2:14][NH:13][N:8]1[CH2:9][CH2:10][C:11]([CH3:12])=[C:6]([CH2:5][C:4]([OH:25])=[O:3])[C:7]1=[O:24]. The catalyst class is: 20. (9) Reactant: Cl.Cl.[Cl:3][C:4]1[C:8]([NH:9][CH2:10][CH3:11])=[CH:7][N:6]([C:12]2[CH:13]=[N:14][CH:15]=[CH:16][CH:17]=2)[N:5]=1.C1OC1C.[Cl:22][CH2:23][CH2:24][C:25](Cl)=[O:26]. Product: [Cl:22][CH2:23][CH2:24][C:25]([N:9]([C:8]1[C:4]([Cl:3])=[N:5][N:6]([C:12]2[CH:13]=[N:14][CH:15]=[CH:16][CH:17]=2)[CH:7]=1)[CH2:10][CH3:11])=[O:26]. The catalyst class is: 2.